This data is from Forward reaction prediction with 1.9M reactions from USPTO patents (1976-2016). The task is: Predict the product of the given reaction. Given the reactants [C:1]([OH:4])(=O)[CH3:2].[F-].C([N+:10]([CH2:19][CH2:20][CH2:21]C)([CH2:15][CH2:16][CH2:17][CH3:18])CCCC)CCC.[O:23]1CCCC1, predict the reaction product. The product is: [OH:23][CH2:18][C:17]1[CH:16]=[C:15]2[N:10]([CH2:19][CH2:20][CH2:21]2)[C:1](=[O:4])[CH:2]=1.